This data is from Forward reaction prediction with 1.9M reactions from USPTO patents (1976-2016). The task is: Predict the product of the given reaction. (1) Given the reactants C([O:8][C:9]1[CH:18]=[C:17]2[C:12]([C:13]([O:19][C:20]3[C:21]([C:28]4[CH:33]=[CH:32][C:31]([CH3:34])=[CH:30][N:29]=4)=[N:22][C:23]([CH3:27])=[C:24]([CH3:26])[CH:25]=3)=[CH:14][CH:15]=[N:16]2)=[CH:11][C:10]=1[O:35][CH3:36])C1C=CC=CC=1.CS(O)(=O)=O, predict the reaction product. The product is: [CH3:36][O:35][C:10]1[CH:11]=[C:12]2[C:17](=[CH:18][C:9]=1[OH:8])[N:16]=[CH:15][CH:14]=[C:13]2[O:19][C:20]1[C:21]([C:28]2[CH:33]=[CH:32][C:31]([CH3:34])=[CH:30][N:29]=2)=[N:22][C:23]([CH3:27])=[C:24]([CH3:26])[CH:25]=1. (2) Given the reactants [CH3:1][O:2][C:3]1[C:4]([NH2:10])=[N:5][CH:6]=[C:7]([CH3:9])[N:8]=1.[Cl:11][C:12]1[CH:17]=[C:16]([Cl:18])[CH:15]=[CH:14][C:13]=1[S:19](Cl)(=[O:21])=[O:20], predict the reaction product. The product is: [Cl:11][C:12]1[CH:17]=[C:16]([Cl:18])[CH:15]=[CH:14][C:13]=1[S:19]([NH:10][C:4]1[C:3]([O:2][CH3:1])=[N:8][C:7]([CH3:9])=[CH:6][N:5]=1)(=[O:21])=[O:20]. (3) Given the reactants C(N[CH:5]([CH3:7])[CH3:6])(C)C.[CH2:8]([Li])[CH2:9][CH2:10]C.[Cl:13][C:14]1[CH:15]=[C:16]([CH2:20][C:21]([OH:23])=[O:22])[CH:17]=[CH:18][CH:19]=1.C1(Br)CCCC1, predict the reaction product. The product is: [Cl:13][C:14]1[CH:15]=[C:16]([CH:20]([CH:6]2[CH2:5][CH2:7][CH2:10][CH2:9][CH2:8]2)[C:21]([OH:23])=[O:22])[CH:17]=[CH:18][CH:19]=1.